Dataset: Peptide-MHC class I binding affinity with 185,985 pairs from IEDB/IMGT. Task: Regression. Given a peptide amino acid sequence and an MHC pseudo amino acid sequence, predict their binding affinity value. This is MHC class I binding data. (1) The peptide sequence is LVGKLNWASQIY. The MHC is HLA-B35:01 with pseudo-sequence HLA-B35:01. The binding affinity (normalized) is 0.0952. (2) The peptide sequence is SQLPPACPV. The MHC is HLA-A02:01 with pseudo-sequence HLA-A02:01. The binding affinity (normalized) is 0.683. (3) The peptide sequence is KTFPPTEPKK. The MHC is HLA-A11:01 with pseudo-sequence HLA-A11:01. The binding affinity (normalized) is 0.698.